This data is from Catalyst prediction with 721,799 reactions and 888 catalyst types from USPTO. The task is: Predict which catalyst facilitates the given reaction. (1) The catalyst class is: 7. Reactant: [CH2:1]([N:8]1[CH2:13][CH2:12][NH:11][CH:10]([CH2:14][OH:15])[CH2:9]1)[C:2]1[CH:7]=[CH:6][CH:5]=[CH:4][CH:3]=1.O.C(=O)([O-])[O-].[K+].[K+].Cl[CH2:24][C:25](Cl)=[O:26]. Product: [CH2:1]([N:8]1[CH2:13][CH2:12][N:11]2[CH:10]([CH2:14][O:15][CH2:24][C:25]2=[O:26])[CH2:9]1)[C:2]1[CH:3]=[CH:4][CH:5]=[CH:6][CH:7]=1. (2) Product: [C:24]([O:23][C:14]1[CH:15]=[C:16]([O:18][C:19]([CH3:22])([CH3:21])[CH3:20])[N:17]=[C:12]([O:1][C:2]2[CH:3]=[N:4][CH:5]=[CH:6][CH:7]=2)[N:13]=1)([CH3:27])([CH3:26])[CH3:25]. Reactant: [OH:1][C:2]1[CH:3]=[N:4][CH:5]=[CH:6][CH:7]=1.CS([C:12]1[N:17]=[C:16]([O:18][C:19]([CH3:22])([CH3:21])[CH3:20])[CH:15]=[C:14]([O:23][C:24]([CH3:27])([CH3:26])[CH3:25])[N:13]=1)(=O)=O.C([O-])([O-])=O.[K+].[K+].O. The catalyst class is: 3. (3) Reactant: CI.[Br:3][C:4]1[CH:12]=[CH:11][C:7]([C:8]([OH:10])=[O:9])=[C:6]([OH:13])[CH:5]=1.[C:14](=O)([O-])[O-].[K+].[K+]. Product: [Br:3][C:4]1[CH:12]=[CH:11][C:7]([C:8]([OH:10])=[O:9])=[C:6]([O:13][CH3:14])[CH:5]=1. The catalyst class is: 9. (4) Reactant: [CH3:1][C:2]1[C:6]([CH2:7][O:8][C:9]2[CH:14]=[CH:13][C:12]([S:15]([NH:18][C:19]3[C:20]([CH3:37])=[N:21][C:22]([CH:25]4[CH2:29][CH2:28][N:27]([CH2:30][C:31]5[CH:36]=[CH:35][CH:34]=[CH:33][CH:32]=5)[CH2:26]4)=[CH:23][CH:24]=3)(=[O:17])=[O:16])=[CH:11][CH:10]=2)=[C:5]([CH3:38])[O:4][N:3]=1.[CH3:39][C:40](N=C(N(C)C)N(C)C)([CH3:42])[CH3:41].BrCC(C)C. The catalyst class is: 10. Product: [CH2:30]([N:27]1[CH2:28][CH2:29][CH:25]([C:22]2[N:21]=[C:20]([CH3:37])[C:19]([N:18]([CH2:39][CH:40]([CH3:42])[CH3:41])[S:15]([C:12]3[CH:11]=[CH:10][C:9]([O:8][CH2:7][C:6]4[C:2]([CH3:1])=[N:3][O:4][C:5]=4[CH3:38])=[CH:14][CH:13]=3)(=[O:16])=[O:17])=[CH:24][CH:23]=2)[CH2:26]1)[C:31]1[CH:32]=[CH:33][CH:34]=[CH:35][CH:36]=1. (5) Reactant: ClCCl.[NH2:4][C:5]1[CH:10]=[CH:9][C:8]([C:11]2[CH:29]=[CH:28][C:14]3[N:15]([C:18]4[CH:27]=[CH:26][C:21]([O:22][CH2:23][CH2:24][OH:25])=[CH:20][CH:19]=4)[CH:16]=[N:17][C:13]=3[CH:12]=2)=[CH:7][CH:6]=1.[C:30](OC(=O)C)(=[O:32])[CH3:31]. Product: [OH:25][CH2:24][CH2:23][O:22][C:21]1[CH:26]=[CH:27][C:18]([N:15]2[C:14]3[CH:28]=[CH:29][C:11]([C:8]4[CH:9]=[CH:10][C:5]([NH:4][C:30](=[O:32])[CH3:31])=[CH:6][CH:7]=4)=[CH:12][C:13]=3[N:17]=[CH:16]2)=[CH:19][CH:20]=1. The catalyst class is: 17.